From a dataset of Forward reaction prediction with 1.9M reactions from USPTO patents (1976-2016). Predict the product of the given reaction. (1) Given the reactants CO[C:3]1[CH:4]=[C:5]([C@H:9]2OC(=O)N[C@@H:10]2C2C=CC=C(C#CC3C=CC=CC=3)C=2)[CH:6]=[CH:7][CH:8]=1.Br[C:30]1[CH:31]=[C:32]([C@@H:37]2[C@@H:41]([C:42]3[CH:47]=[CH:46][CH:45]=[C:44]([F:48])[CH:43]=3)[O:40][C:39](=[O:49])[NH:38]2)[C:33]([F:36])=[N:34][CH:35]=1.C1(C#C)C=CC=CC=1, predict the reaction product. The product is: [F:36][C:33]1[C:32]([C@@H:37]2[C@@H:41]([C:42]3[CH:47]=[CH:46][CH:45]=[C:44]([F:48])[CH:43]=3)[O:40][C:39](=[O:49])[NH:38]2)=[CH:31][C:30]([C:10]#[C:9][C:5]2[CH:6]=[CH:7][CH:8]=[CH:3][CH:4]=2)=[CH:35][N:34]=1. (2) The product is: [C:1]([NH:4][C:5]1[CH:9]=[C:8]([C:53]#[N:54])[N:7]([C:11]2[CH:16]=[CH:15][C:14]([CH2:17][CH3:18])=[CH:13][CH:12]=2)[C:6]=1[C:19]([O:21][CH2:22][CH3:23])=[O:20])(=[O:3])[CH3:2]. Given the reactants [C:1]([NH:4][C:5]1[CH:9]=[C:8](Cl)[N:7]([C:11]2[CH:16]=[CH:15][C:14]([CH2:17][CH3:18])=[CH:13][CH:12]=2)[C:6]=1[C:19]([O:21][CH2:22][CH3:23])=[O:20])(=[O:3])[CH3:2].C(P(C(C)(C)C)C1C=CC2C(=CC=CC=2)C=1C1C2C(=CC=CC=2)C=CC=1)(C)(C)C.[CH3:53][N:54](C)C(=O)C, predict the reaction product. (3) Given the reactants [O:1]1[C:9]2[C:4](=[N+:5]([O-])[CH:6]=[CH:7][CH:8]=2)[CH:3]=[CH:2]1.O=P(Cl)(Cl)[Cl:13], predict the reaction product. The product is: [Cl:13][C:8]1[CH:7]=[CH:6][N:5]=[C:4]2[CH:3]=[CH:2][O:1][C:9]=12. (4) Given the reactants [CH3:1][O:2][C:3]1[C:12]2[N:11]=[N:10][C:9]3=[C:13]([CH3:16])[N:14]=[CH:15][N:8]3[C:7]=2[N:6]=[CH:5][CH:4]=1.[Br:17]NC(=O)CCC(N)=O.O, predict the reaction product. The product is: [Br:17][C:15]1[N:8]2[C:9]([N:10]=[N:11][C:12]3[C:3]([O:2][CH3:1])=[CH:4][CH:5]=[N:6][C:7]=32)=[C:13]([CH3:16])[N:14]=1. (5) Given the reactants [Cl:1][C:2]1[C:10]([O:11][CH2:12][CH:13]2[O:15][CH2:14]2)=[CH:9][C:8]([C:16]2[N:17]([C:33]([O:35][C:36]([CH3:39])([CH3:38])[CH3:37])=[O:34])[C:18]3[C:23]([C:24]=2C)=[CH:22][C:21]([CH2:26][N:27]2[CH2:32][CH2:31][CH2:30][CH2:29][CH2:28]2)=[CH:20][CH:19]=3)=[C:7]2[C:3]=1[CH2:4][NH:5][C:6]2=[O:40].C1(C)C=CC=CC=1P(C1C=CC=CC=1C)C1C=CC=CC=1C.C(N(CC)CC)C, predict the reaction product. The product is: [Cl:1][C:2]1[C:10]([O:11][CH2:12][CH:13]2[O:15][CH2:14]2)=[CH:9][C:8]([C:16]2[N:17]([C:33]([O:35][C:36]([CH3:38])([CH3:37])[CH3:39])=[O:34])[C:18]3[C:23]([CH:24]=2)=[CH:22][C:21]([CH2:26][N:27]2[CH2:28][CH2:29][CH2:30][CH2:31][CH2:32]2)=[CH:20][CH:19]=3)=[C:7]2[C:3]=1[CH2:4][NH:5][C:6]2=[O:40]. (6) Given the reactants Br[C:2]1[C:3]2[C:4](=[CH:16][N:17]([C:19]3[C:24]([Cl:25])=[CH:23][CH:22]=[CH:21][C:20]=3[Cl:26])[N:18]=2)[C:5]([NH:8][C:9]2[CH:14]=[C:13]([CH3:15])[N:12]=[CH:11][N:10]=2)=[N:6][CH:7]=1.C[C:28]([N:30](C)C)=O, predict the reaction product. The product is: [Cl:26][C:20]1[CH:21]=[CH:22][CH:23]=[C:24]([Cl:25])[C:19]=1[N:17]1[CH:16]=[C:4]2[C:5]([NH:8][C:9]3[CH:14]=[C:13]([CH3:15])[N:12]=[CH:11][N:10]=3)=[N:6][CH:7]=[C:2]([C:28]#[N:30])[C:3]2=[N:18]1. (7) Given the reactants [C:1]([C:5]1[CH:6]=[C:7](B(O)O)[CH:8]=[C:9]([C:11]([CH3:14])([CH3:13])[CH3:12])[CH:10]=1)([CH3:4])([CH3:3])[CH3:2].Br[C:19]1[CH:24]=[CH:23][CH:22]=[C:21]([Cl:25])[CH:20]=1.C([O-])([O-])=O.[Na+].[Na+], predict the reaction product. The product is: [C:1]([C:5]1[CH:6]=[C:7]([C:19]2[CH:24]=[CH:23][CH:22]=[C:21]([Cl:25])[CH:20]=2)[CH:8]=[C:9]([C:11]([CH3:14])([CH3:13])[CH3:12])[CH:10]=1)([CH3:4])([CH3:3])[CH3:2].